From a dataset of Full USPTO retrosynthesis dataset with 1.9M reactions from patents (1976-2016). Predict the reactants needed to synthesize the given product. Given the product [CH2:22]([C:17]1[NH:1][C:2]2[N:7]=[C:6]([CH2:8][C:9]3[CH:10]=[N:11][CH:12]=[CH:13][CH:14]=3)[N:5]=[C:4]([OH:15])[C:3]=2[CH:16]=1)[CH3:23], predict the reactants needed to synthesize it. The reactants are: [NH2:1][C:2]1[N:7]=[C:6]([CH2:8][C:9]2[CH:10]=[N:11][CH:12]=[CH:13][CH:14]=2)[N:5]=[C:4]([OH:15])[C:3]=1[CH2:16][C:17]1([CH2:22][CH3:23])OCCO1.C1COCC1.Cl.N1C=CC=NC=1.